Predict which catalyst facilitates the given reaction. From a dataset of Catalyst prediction with 721,799 reactions and 888 catalyst types from USPTO. (1) Reactant: CC1C=CC(S(O[CH2:12][CH2:13][CH2:14][C:15]2[CH:20]=[CH:19][C:18]([O:21][CH2:22][C:23]3[CH:28]=[CH:27][CH:26]=[CH:25][CH:24]=3)=[CH:17][CH:16]=2)(=O)=O)=CC=1.C(=O)([O-])[O-].[K+].[K+].S(C1C=CC(C)=CC=1)([O-])(=O)=O.Cl.[F:47][C:48]1([F:54])[CH2:53][CH2:52][NH:51][CH2:50][CH2:49]1. Product: [CH2:22]([O:21][C:18]1[CH:17]=[CH:16][C:15]([CH2:14][CH2:13][CH2:12][N:51]2[CH2:52][CH2:53][C:48]([F:54])([F:47])[CH2:49][CH2:50]2)=[CH:20][CH:19]=1)[C:23]1[CH:24]=[CH:25][CH:26]=[CH:27][CH:28]=1. The catalyst class is: 14. (2) Reactant: C(Cl)(=O)C(Cl)=O.[CH3:7][C:8]([CH3:18])([CH2:11][C:12]1[CH:17]=[CH:16][CH:15]=[CH:14][CH:13]=1)[CH2:9][OH:10].C(N(CC)CC)C. Product: [CH3:7][C:8]([CH3:18])([CH2:11][C:12]1[CH:17]=[CH:16][CH:15]=[CH:14][CH:13]=1)[CH:9]=[O:10]. The catalyst class is: 2. (3) Reactant: [Si:1]([O:8][CH2:9][C:10]1[CH:18]=[CH:17][C:13]([C:14](O)=[O:15])=[C:12]([N+:19]([O-:21])=[O:20])[CH:11]=1)([C:4]([CH3:7])([CH3:6])[CH3:5])([CH3:3])[CH3:2].CC[N:24]=C=NCCCN(C)C.O. Product: [Si:1]([O:8][CH2:9][C:10]1[CH:18]=[CH:17][C:13]([C:14]([NH2:24])=[O:15])=[C:12]([N+:19]([O-:21])=[O:20])[CH:11]=1)([C:4]([CH3:7])([CH3:6])[CH3:5])([CH3:3])[CH3:2]. The catalyst class is: 3.